From a dataset of Full USPTO retrosynthesis dataset with 1.9M reactions from patents (1976-2016). Predict the reactants needed to synthesize the given product. (1) Given the product [Si:21]([O:1][CH2:2][C:3]1[CH:4]=[C:5]([NH:9][C:10](=[O:16])[O:11][C:12]([CH3:13])([CH3:15])[CH3:14])[CH:6]=[CH:7][CH:8]=1)([C:18]([CH3:20])([CH3:19])[CH3:17])([CH3:23])[CH3:22], predict the reactants needed to synthesize it. The reactants are: [OH:1][CH2:2][C:3]1[CH:4]=[C:5]([NH:9][C:10](=[O:16])[O:11][C:12]([CH3:15])([CH3:14])[CH3:13])[CH:6]=[CH:7][CH:8]=1.[CH3:17][C:18]([Si:21](Cl)([CH3:23])[CH3:22])([CH3:20])[CH3:19].CN(C=O)C.N1C=CN=C1. (2) Given the product [CH2:21]([N:8]([CH2:1][C:2]1[CH:7]=[CH:6][CH:5]=[CH:4][CH:3]=1)[CH:9]1[CH2:10][CH2:11][CH:12]([C:15](=[O:16])[CH3:28])[CH2:13][CH2:14]1)[C:22]1[CH:27]=[CH:26][CH:25]=[CH:24][CH:23]=1, predict the reactants needed to synthesize it. The reactants are: [CH2:1]([N:8]([CH2:21][C:22]1[CH:27]=[CH:26][CH:25]=[CH:24][CH:23]=1)[CH:9]1[CH2:14][CH2:13][CH:12]([C:15](N(OC)C)=[O:16])[CH2:11][CH2:10]1)[C:2]1[CH:7]=[CH:6][CH:5]=[CH:4][CH:3]=1.[CH2:28]1COCC1.